This data is from Forward reaction prediction with 1.9M reactions from USPTO patents (1976-2016). The task is: Predict the product of the given reaction. (1) Given the reactants [C:1]([NH:5][S:6]([CH:9]1[CH2:11][CH2:10]1)(=[O:8])=[O:7])([CH3:4])([CH3:3])[CH3:2].C([Li])CCC.[C:17](=[O:19])=[O:18].S([O-])([O-])(=O)=O.[Ca+2].Cl, predict the reaction product. The product is: [C:1]([NH:5][S:6]([C:9]1([C:17]([OH:19])=[O:18])[CH2:11][CH2:10]1)(=[O:8])=[O:7])([CH3:4])([CH3:2])[CH3:3]. (2) Given the reactants [H-].[Al+3].[Li+].[H-].[H-].[H-].C(O)(C)(C)C.[H-].[C:13]([CH:17]1[CH2:20][C:19](=[O:21])[CH2:18]1)([CH3:16])([CH3:15])[CH3:14], predict the reaction product. The product is: [C:13]([C@@H:17]1[CH2:20][C@H:19]([OH:21])[CH2:18]1)([CH3:16])([CH3:15])[CH3:14]. (3) Given the reactants [OH-].[Na+].C[O:4][C:5](=[O:15])[CH2:6][S:7][C:8]1[CH:13]=[CH:12][CH:11]=[CH:10][C:9]=1[Br:14], predict the reaction product. The product is: [Br:14][C:9]1[CH:10]=[CH:11][CH:12]=[CH:13][C:8]=1[S:7][CH2:6][C:5]([OH:15])=[O:4]. (4) Given the reactants [CH3:1][O:2][C:3]([C:5]1[CH:6]=[C:7]([CH2:11][C:12]([OH:14])=O)[CH:8]=[CH:9][CH:10]=1)=[O:4].[Cl:15][C:16]1[CH:17]=[C:18]([CH:28]=[CH:29][C:30]=1[Cl:31])[CH2:19][N:20]1[CH2:25][CH2:24][O:23][CH:22]([CH2:26][NH2:27])[CH2:21]1.ON1C2C=CC=CC=2N=N1.Cl.CN(C)CCCN=C=NCC.C(N(CC)C(C)C)(C)C, predict the reaction product. The product is: [Cl:15][C:16]1[CH:17]=[C:18]([CH:28]=[CH:29][C:30]=1[Cl:31])[CH2:19][N:20]1[CH2:25][CH2:24][O:23][CH:22]([CH2:26][NH:27][C:12](=[O:14])[CH2:11][C:7]2[CH:6]=[C:5]([CH:10]=[CH:9][CH:8]=2)[C:3]([O:2][CH3:1])=[O:4])[CH2:21]1.